Dataset: Forward reaction prediction with 1.9M reactions from USPTO patents (1976-2016). Task: Predict the product of the given reaction. (1) Given the reactants [NH:1]1[CH:5]=[CH:4][N:3]=[C:2]1[CH2:6][N:7]([CH2:14][C:15]1[CH:28]=[CH:27][C:18]([C:19]([NH:21][CH2:22][CH2:23][CH2:24][CH2:25][NH2:26])=[O:20])=[CH:17][CH:16]=1)[CH2:8][C:9]1[NH:10][CH:11]=[CH:12][N:13]=1.[CH3:29][C:30]1[C:31]([CH:36]=O)=[N:32][CH:33]=[CH:34][CH:35]=1.C(OC)(OC)OC.[BH4-].[Na+], predict the reaction product. The product is: [NH:1]1[CH:5]=[CH:4][N:3]=[C:2]1[CH2:6][N:7]([CH2:14][C:15]1[CH:28]=[CH:27][C:18]([C:19]([NH:21][CH2:22][CH2:23][CH2:24][CH2:25][NH:26][CH2:36][C:31]2[C:30]([CH3:29])=[CH:35][CH:34]=[CH:33][N:32]=2)=[O:20])=[CH:17][CH:16]=1)[CH2:8][C:9]1[NH:13][CH:12]=[CH:11][N:10]=1. (2) The product is: [CH3:24][S:25]([O:15][CH2:14][C@@H:4]1[CH2:3][C:2]([F:1])([F:16])[CH2:6][N:5]1[C:7]([O:9][C:10]([CH3:11])([CH3:12])[CH3:13])=[O:8])(=[O:27])=[O:26]. Given the reactants [F:1][C:2]1([F:16])[CH2:6][N:5]([C:7]([O:9][C:10]([CH3:13])([CH3:12])[CH3:11])=[O:8])[C@H:4]([CH2:14][OH:15])[CH2:3]1.CCN(CC)CC.[CH3:24][S:25](Cl)(=[O:27])=[O:26], predict the reaction product. (3) Given the reactants [NH2:1][C:2]1[CH:9]=[CH:8][CH:7]=[C:6]([F:10])[C:3]=1[CH:4]=[O:5].[C:11](OC(=O)C)(=[O:13])[CH3:12].C([O-])([O-])=O.[Na+].[Na+], predict the reaction product. The product is: [F:10][C:6]1[C:3]([CH:4]=[O:5])=[C:2]([NH:1][C:11](=[O:13])[CH3:12])[CH:9]=[CH:8][CH:7]=1.